This data is from Full USPTO retrosynthesis dataset with 1.9M reactions from patents (1976-2016). The task is: Predict the reactants needed to synthesize the given product. (1) Given the product [C:1]([OH:10])(=[O:9])[CH2:2][CH2:3][CH2:4][CH2:5][C:6]([OH:8])=[O:7].[N:11]1([CH2:16][CH2:17][CH2:18][N:19]2[CH2:20][CH2:21][CH:22]([CH2:25][NH2:26])[CH2:23][CH2:24]2)[CH:15]=[CH:14][N:13]=[N:12]1, predict the reactants needed to synthesize it. The reactants are: [C:1]([OH:10])(=[O:9])[CH2:2][CH2:3][CH2:4][CH2:5][C:6]([OH:8])=[O:7].[N:11]1([CH2:16][CH2:17][CH2:18][N:19]2[CH2:24][CH2:23][CH:22]([CH2:25][NH2:26])[CH2:21][CH2:20]2)[CH:15]=[CH:14][N:13]=[N:12]1.C(OCC)C. (2) Given the product [CH:7]1([NH:10][C:11]([C:13]2[CH:18]=[C:17]([C:19]3[C:20]([C:28]([NH:30][C:31]4[S:32][CH:33]=[CH:34][N:35]=4)=[O:29])=[CH:21][C:22]([C:25]([NH:4][CH2:3][C:2]([F:6])([F:5])[F:1])=[O:26])=[CH:23][CH:24]=3)[C:16]([CH3:36])=[C:15]([F:37])[CH:14]=2)=[O:12])[CH2:9][CH2:8]1, predict the reactants needed to synthesize it. The reactants are: [F:1][C:2]([F:6])([F:5])[CH2:3][NH2:4].[CH:7]1([NH:10][C:11]([C:13]2[CH:14]=[C:15]([F:37])[C:16]([CH3:36])=[C:17]([C:19]3[CH:24]=[CH:23][C:22]([C:25](O)=[O:26])=[CH:21][C:20]=3[C:28]([NH:30][C:31]3[S:32][CH:33]=[CH:34][N:35]=3)=[O:29])[CH:18]=2)=[O:12])[CH2:9][CH2:8]1.Cl.CN(C)CCCN=C=NCC.CCOC(C)=O. (3) Given the product [Cl:35][C:17]1[C:18]([C:20]2[CH:25]=[CH:24][CH:23]=[C:22]([NH:26][CH2:27][C:28]3[CH:33]=[CH:32][CH:31]=[C:30]([F:34])[CH:29]=3)[N:21]=2)=[CH:19][C:14]([NH:13][C@H:10]2[CH2:11][CH2:12][C@H:7]([CH2:6][NH:37][CH3:36])[CH2:8][CH2:9]2)=[N:15][CH:16]=1, predict the reactants needed to synthesize it. The reactants are: CS(O[CH2:6][C@H:7]1[CH2:12][CH2:11][C@H:10]([NH:13][C:14]2[CH:19]=[C:18]([C:20]3[CH:25]=[CH:24][CH:23]=[C:22]([NH:26][CH2:27][C:28]4[CH:33]=[CH:32][CH:31]=[C:30]([F:34])[CH:29]=4)[N:21]=3)[C:17]([Cl:35])=[CH:16][N:15]=2)[CH2:9][CH2:8]1)(=O)=O.[CH3:36][NH2:37]. (4) Given the product [ClH:28].[Cl:28][C:24]1[CH:23]=[C:22]([CH:27]=[CH:26][CH:25]=1)[CH2:21][NH:20][C:16]1[N:15]=[C:14]([N:11]2[CH2:10][CH2:9][NH:8][CH2:13][CH2:12]2)[CH:19]=[CH:18][N:17]=1, predict the reactants needed to synthesize it. The reactants are: C(OC([N:8]1[CH2:13][CH2:12][N:11]([C:14]2[CH:19]=[CH:18][N:17]=[C:16]([NH:20][CH2:21][C:22]3[CH:27]=[CH:26][CH:25]=[C:24]([Cl:28])[CH:23]=3)[N:15]=2)[CH2:10][CH2:9]1)=O)(C)(C)C.FC(F)(F)C(O)=O.[OH-].[Na+]. (5) Given the product [Br:1][C:2]1[CH:8]=[C:7]([F:9])[CH:6]=[CH:5][C:3]=1[N:4]1[CH:10]=[N:19][N:18]=[N:17]1, predict the reactants needed to synthesize it. The reactants are: [Br:1][C:2]1[CH:8]=[C:7]([F:9])[CH:6]=[CH:5][C:3]=1[NH2:4].[CH:10](OC)(OC)OC.[N-:17]=[N+:18]=[N-:19].[Na+].